Dataset: Forward reaction prediction with 1.9M reactions from USPTO patents (1976-2016). Task: Predict the product of the given reaction. (1) Given the reactants [NH2:1][C:2]1[C:7]([F:8])=[C:6]([C:9]2[CH:14]=[CH:13][C:12]([Cl:15])=[C:11]([O:16][CH3:17])[C:10]=2[F:18])[N:5]=[C:4]([C:19]([O:21][CH:22](C)C)=[O:20])[CH:3]=1.NC1C(F)=C([Cl:33])N=C(C(OC)=O)C=1Cl, predict the reaction product. The product is: [NH2:1][C:2]1[C:7]([F:8])=[C:6]([C:9]2[CH:14]=[CH:13][C:12]([Cl:15])=[C:11]([O:16][CH3:17])[C:10]=2[F:18])[N:5]=[C:4]([C:19]([O:21][CH3:22])=[O:20])[C:3]=1[Cl:33]. (2) Given the reactants Cl[CH2:2][C:3]1[CH:4]=[C:5]2[C:9](=[CH:10][CH:11]=1)[N:8]([C:12]1[CH:17]=[C:16]([I:18])[CH:15]=[CH:14][N:13]=1)[N:7]=[C:6]2[C:19]([NH2:21])=[O:20].[CH2:22]([N:24](CC)CC)C.CN, predict the reaction product. The product is: [I:18][C:16]1[CH:15]=[CH:14][N:13]=[C:12]([N:8]2[C:9]3[C:5](=[CH:4][C:3]([CH2:2][NH:24][CH3:22])=[CH:11][CH:10]=3)[C:6]([C:19]([NH2:21])=[O:20])=[N:7]2)[CH:17]=1. (3) Given the reactants Cl[C:2]1[N:7]=[C:6]([NH:8][CH:9]([CH3:18])[C:10]([NH:12][CH2:13][C:14]([F:17])([F:16])[F:15])=[O:11])[CH:5]=[C:4]([C:19]2[CH:24]=[CH:23][CH:22]=[CH:21][CH:20]=2)[N:3]=1.CC1(C)C(C)(C)OB([C:33]2[C:41]3[CH:40]=[N:39][CH:38]=[N:37][C:36]=3[N:35](S(C3C=CC(C)=CC=3)(=O)=O)[CH:34]=2)O1.P([O-])([O-])([O-])=O.[K+].[K+].[K+].[OH-].[Li+], predict the reaction product. The product is: [C:19]1([C:4]2[N:3]=[C:2]([C:33]3[C:41]4[CH:40]=[N:39][CH:38]=[N:37][C:36]=4[NH:35][CH:34]=3)[N:7]=[C:6]([NH:8][CH:9]([CH3:18])[C:10]([NH:12][CH2:13][C:14]([F:17])([F:16])[F:15])=[O:11])[CH:5]=2)[CH:24]=[CH:23][CH:22]=[CH:21][CH:20]=1. (4) Given the reactants [Cl:1][C:2]1[N:10]=[C:9](Cl)[C:8]([F:12])=[CH:7][C:3]=1[C:4]([OH:6])=[O:5].[OH-:13].[Na+].Cl, predict the reaction product. The product is: [Cl:1][C:2]1[NH:10][C:9](=[O:13])[C:8]([F:12])=[CH:7][C:3]=1[C:4]([OH:6])=[O:5]. (5) Given the reactants CN.[C:3]([O:7][CH2:8][CH3:9])(=[O:6])[CH:4]=[CH2:5].[CH:10]([N:13](C(C)C)CC)(C)C.Cl[C:20](=[O:27])[CH2:21][C:22]([O:24][CH2:25][CH3:26])=[O:23], predict the reaction product. The product is: [CH2:8]([O:7][C:3](=[O:6])[CH2:4][CH2:5][N:13]([C:20](=[O:27])[CH2:21][C:22]([O:24][CH2:25][CH3:26])=[O:23])[CH3:10])[CH3:9]. (6) Given the reactants [CH3:1][C:2]1[O:6][C:5]([C:7]2[CH:12]=[CH:11][CH:10]=[CH:9][CH:8]=2)=[N:4][C:3]=1[CH2:13][O:14][C:15]1[CH:20]=[CH:19][C:18]([CH:21]=[O:22])=[CH:17][N:16]=1.CO.[BH4-].[Na+].O, predict the reaction product. The product is: [CH3:1][C:2]1[O:6][C:5]([C:7]2[CH:8]=[CH:9][CH:10]=[CH:11][CH:12]=2)=[N:4][C:3]=1[CH2:13][O:14][C:15]1[CH:20]=[CH:19][C:18]([CH2:21][OH:22])=[CH:17][N:16]=1. (7) The product is: [CH3:13][C:10]1[CH:11]=[CH:12][C:7]([C:6]2[C:2]([CH3:1])=[N:3][N:4]3[C:22]([C:18]4[CH:19]=[CH:20][CH:21]=[C:16]([F:15])[CH:17]=4)=[CH:23][C:24](=[O:25])[NH:14][C:5]=23)=[CH:8][CH:9]=1. Given the reactants [CH3:1][C:2]1[C:6]([C:7]2[CH:12]=[CH:11][C:10]([CH3:13])=[CH:9][CH:8]=2)=[C:5]([NH2:14])[NH:4][N:3]=1.[F:15][C:16]1[CH:17]=[C:18]([C:22](=O)[CH2:23][C:24](OCC)=[O:25])[CH:19]=[CH:20][CH:21]=1, predict the reaction product.